From a dataset of Forward reaction prediction with 1.9M reactions from USPTO patents (1976-2016). Predict the product of the given reaction. (1) Given the reactants C(OCC)C.C([O:8][C:9](=O)/[CH:10]=[C:11](\[CH3:28])/[CH2:12]/[CH:13]=[CH:14]/[C@H:15]([CH3:27])[C@@H:16]([O:19][Si:20]([CH2:25][CH3:26])([CH2:23][CH3:24])[CH2:21][CH3:22])[CH2:17][CH3:18])C.C1(C)C=CC=CC=1.[H-].C([Al+]CC(C)C)C(C)C.O.O.O.O.C(C(C(C([O-])=O)O)O)([O-])=O.[Na+].[K+], predict the reaction product. The product is: [CH3:28]/[C:11](/[CH2:12]/[CH:13]=[CH:14]/[C@H:15]([CH3:27])[C@@H:16]([O:19][Si:20]([CH2:23][CH3:24])([CH2:25][CH3:26])[CH2:21][CH3:22])[CH2:17][CH3:18])=[CH:10]\[CH2:9][OH:8]. (2) Given the reactants [Cl:1][C:2]1[CH:7]=[CH:6][C:5]([N+:8]([O-:10])=[O:9])=[CH:4][C:3]=1[OH:11].C([O-])([O-])=O.[K+].[K+].[C:18]([O:22][C:23]([N:25]1[CH2:28][CH:27]([CH2:29]OS(C)(=O)=O)[CH2:26]1)=[O:24])([CH3:21])([CH3:20])[CH3:19], predict the reaction product. The product is: [C:18]([O:22][C:23]([N:25]1[CH2:28][CH:27]([CH2:29][O:11][C:3]2[CH:4]=[C:5]([N+:8]([O-:10])=[O:9])[CH:6]=[CH:7][C:2]=2[Cl:1])[CH2:26]1)=[O:24])([CH3:21])([CH3:19])[CH3:20]. (3) Given the reactants [Cl:1][C:2]1[CH:10]=[CH:9][CH:8]=[C:7]2[C:3]=1[CH:4]=[CH:5][NH:6]2.[F:11][C:12]1[CH:19]=[CH:18][C:15]([CH:16]=O)=[C:14]([C:20]([F:23])([F:22])[F:21])[CH:13]=1, predict the reaction product. The product is: [Cl:1][C:2]1[CH:10]=[CH:9][CH:8]=[C:7]2[C:3]=1[C:4]([CH:16]([C:4]1[C:3]3[C:7](=[CH:8][CH:9]=[CH:10][C:2]=3[Cl:1])[NH:6][CH:5]=1)[C:15]1[CH:18]=[CH:19][C:12]([F:11])=[CH:13][C:14]=1[C:20]([F:23])([F:22])[F:21])=[CH:5][NH:6]2. (4) Given the reactants [CH:1]([N:4]1[C:8]([C:9]2[N:10]=[C:11]3[C:17]4[CH:18]=[C:19]([C:22](O)=[O:23])[CH:20]=[CH:21][C:16]=4[O:15][CH2:14][CH2:13][N:12]3[CH:25]=2)=[N:7][CH:6]=[N:5]1)([CH3:3])[CH3:2].C[N:27](C)C=O.C(N(CC)C(C)C)(C)C, predict the reaction product. The product is: [CH:1]([N:4]1[C:8]([C:9]2[N:10]=[C:11]3[C:17]4[CH:18]=[C:19]([C:22]([NH2:27])=[O:23])[CH:20]=[CH:21][C:16]=4[O:15][CH2:14][CH2:13][N:12]3[CH:25]=2)=[N:7][CH:6]=[N:5]1)([CH3:2])[CH3:3]. (5) Given the reactants [N:1]1([C:10]2[S:14][C:13]([C:15]([O:17][CH3:18])=[O:16])=[C:12](OS(C(F)(F)F)(=O)=O)[CH:11]=2)[C:5]2[CH:6]=[CH:7][CH:8]=[CH:9][C:4]=2[N:3]=[CH:2]1.C(=O)([O-])[O-].[Cs+].[Cs+].C1(P(C2C=CC=CC=2)C2C=CC3C(=CC=CC=3)C=2C2C3C(=CC=CC=3)C=CC=2P(C2C=CC=CC=2)C2C=CC=CC=2)C=CC=CC=1.[NH2:79][C:80]1[CH:85]=[CH:84][CH:83]=[CH:82][CH:81]=1, predict the reaction product. The product is: [NH:79]([C:12]1[CH:11]=[C:10]([N:1]2[C:5]3[CH:6]=[CH:7][CH:8]=[CH:9][C:4]=3[N:3]=[CH:2]2)[S:14][C:13]=1[C:15]([O:17][CH3:18])=[O:16])[C:80]1[CH:85]=[CH:84][CH:83]=[CH:82][CH:81]=1. (6) The product is: [F:41][CH:11]([F:10])[C:12]1[N:16]([C:17]2[N:22]=[C:21]([N:23]3[CH2:24][CH2:25][O:26][CH2:27][CH2:28]3)[N:20]=[C:19]([N:29]3[CH2:34][CH2:33][N:32]([S:48]([C:44]4[CH:43]=[N:42][CH:47]=[CH:46][CH:45]=4)(=[O:50])=[O:49])[CH2:31][CH2:30]3)[N:18]=2)[C:15]2[CH:35]=[CH:36][CH:37]=[C:38]([O:39][CH3:40])[C:14]=2[N:13]=1. Given the reactants CCN(C(C)C)C(C)C.[F:10][CH:11]([F:41])[C:12]1[N:16]([C:17]2[N:22]=[C:21]([N:23]3[CH2:28][CH2:27][O:26][CH2:25][CH2:24]3)[N:20]=[C:19]([N:29]3[CH2:34][CH2:33][NH:32][CH2:31][CH2:30]3)[N:18]=2)[C:15]2[CH:35]=[CH:36][CH:37]=[C:38]([O:39][CH3:40])[C:14]=2[N:13]=1.[N:42]1[CH:47]=[CH:46][CH:45]=[C:44]([S:48](Cl)(=[O:50])=[O:49])[CH:43]=1, predict the reaction product. (7) Given the reactants [CH2:1]([O:8][C:9]([N:11]1[CH2:16][CH2:15][C@:14](CC2C=CC=CC=2)(O)[C@@H:13](O)[CH2:12]1)=[O:10])[C:2]1[CH:7]=[CH:6][CH:5]=[CH:4][CH:3]=1.C([O-])(O)=O.[Na+], predict the reaction product. The product is: [CH2:1]([O:8][C:9]([N:11]1[CH2:16][CH2:15][CH2:14][CH2:13][CH2:12]1)=[O:10])[C:2]1[CH:3]=[CH:4][CH:5]=[CH:6][CH:7]=1.